This data is from NCI-60 drug combinations with 297,098 pairs across 59 cell lines. The task is: Regression. Given two drug SMILES strings and cell line genomic features, predict the synergy score measuring deviation from expected non-interaction effect. (1) Drug 1: C1CCC(CC1)NC(=O)N(CCCl)N=O. Drug 2: CC1CCC2CC(C(=CC=CC=CC(CC(C(=O)C(C(C(=CC(C(=O)CC(OC(=O)C3CCCCN3C(=O)C(=O)C1(O2)O)C(C)CC4CCC(C(C4)OC)OCCO)C)C)O)OC)C)C)C)OC. Cell line: SN12C. Synergy scores: CSS=14.8, Synergy_ZIP=-6.37, Synergy_Bliss=-3.21, Synergy_Loewe=-2.21, Synergy_HSA=-1.17. (2) Drug 1: COC1=NC(=NC2=C1N=CN2C3C(C(C(O3)CO)O)O)N. Drug 2: C(CN)CNCCSP(=O)(O)O. Cell line: T-47D. Synergy scores: CSS=-5.21, Synergy_ZIP=0.212, Synergy_Bliss=-4.87, Synergy_Loewe=-4.30, Synergy_HSA=-6.70.